Task: Predict the product of the given reaction.. Dataset: Forward reaction prediction with 1.9M reactions from USPTO patents (1976-2016) (1) Given the reactants [CH:1]1([N:4]([S:11]([CH2:14][CH2:15][CH3:16])(=[O:13])=[O:12])[CH2:5][CH2:6][O:7]C(=O)C)[CH2:3][CH2:2]1.[OH-].[K+], predict the reaction product. The product is: [CH:1]1([N:4]([CH2:5][CH2:6][OH:7])[S:11]([CH2:14][CH2:15][CH3:16])(=[O:13])=[O:12])[CH2:3][CH2:2]1. (2) Given the reactants [CH:1]1([C:6]2[CH:34]=[CH:33][C:9]([CH2:10][O:11][C:12]3[CH:20]=[CH:19][C:18]4[N:17]5[CH2:21][CH2:22][CH:23]([CH2:24][C:25]([O:27][C:28]([CH3:31])([CH3:30])[CH3:29])=[O:26])[C:16]5=[C:15](I)[C:14]=4[CH:13]=3)=[CH:8][C:7]=2[C:35]([F:38])([F:37])[F:36])[CH2:5][CH2:4][CH2:3][CH2:2]1.[Cl-].[CH3:40][Zn+], predict the reaction product. The product is: [CH:1]1([C:6]2[CH:34]=[CH:33][C:9]([CH2:10][O:11][C:12]3[CH:20]=[CH:19][C:18]4[N:17]5[CH2:21][CH2:22][CH:23]([CH2:24][C:25]([O:27][C:28]([CH3:31])([CH3:30])[CH3:29])=[O:26])[C:16]5=[C:15]([CH3:40])[C:14]=4[CH:13]=3)=[CH:8][C:7]=2[C:35]([F:38])([F:37])[F:36])[CH2:5][CH2:4][CH2:3][CH2:2]1. (3) Given the reactants [Cl:1][C:2]1[CH:7]=[CH:6][CH:5]=[CH:4][C:3]=1[C:8]1[N:9]=[C:10]2[N:14]([C:15]=1[C:16](=[O:18])[CH3:17])[CH:13]=[CH:12][O:11]2.CO[CH:21](OC)[N:22]([CH3:24])[CH3:23], predict the reaction product. The product is: [CH3:21][N:22]([CH3:24])[CH:23]=[CH:17][C:16]([C:15]1[N:14]2[C:10]([O:11][CH:12]=[CH:13]2)=[N:9][C:8]=1[C:3]1[CH:4]=[CH:5][CH:6]=[CH:7][C:2]=1[Cl:1])=[O:18].